Predict the product of the given reaction. From a dataset of Forward reaction prediction with 1.9M reactions from USPTO patents (1976-2016). (1) Given the reactants [CH3:1][O:2][C:3]1[CH:8]=[CH:7][N:6]=[C:5]2[NH:9][CH:10]=[C:11]([C:12]3[CH2:13][CH2:14][N:15]([C:18]([O:20][C:21]([CH3:24])([CH3:23])[CH3:22])=[O:19])[CH2:16][CH:17]=3)[C:4]=12.C1COCC1, predict the reaction product. The product is: [CH3:1][O:2][C:3]1[CH:8]=[CH:7][N:6]=[C:5]2[NH:9][CH:10]=[C:11]([CH:12]3[CH2:17][CH2:16][N:15]([C:18]([O:20][C:21]([CH3:24])([CH3:23])[CH3:22])=[O:19])[CH2:14][CH2:13]3)[C:4]=12. (2) Given the reactants C([O:8][C:9]1[C:13]([CH2:14][CH2:15][C:16]2[N:17]=[CH:18][S:19][CH:20]=2)=[CH:12][N:11]([C:21]2[CH:26]=[CH:25][CH:24]=[CH:23][CH:22]=2)[N:10]=1)C1C=CC=CC=1.C(#N)C.I[Si](C)(C)C, predict the reaction product. The product is: [C:21]1([N:11]2[CH:12]=[C:13]([CH2:14][CH2:15][C:16]3[N:17]=[CH:18][S:19][CH:20]=3)[C:9]([OH:8])=[N:10]2)[CH:22]=[CH:23][CH:24]=[CH:25][CH:26]=1.